This data is from Peptide-MHC class I binding affinity with 185,985 pairs from IEDB/IMGT. The task is: Regression. Given a peptide amino acid sequence and an MHC pseudo amino acid sequence, predict their binding affinity value. This is MHC class I binding data. The peptide sequence is SENDRLRLL. The MHC is HLA-A11:01 with pseudo-sequence HLA-A11:01. The binding affinity (normalized) is 0.213.